This data is from Reaction yield outcomes from USPTO patents with 853,638 reactions. The task is: Predict the reaction yield, written as a fraction of the theoretical maximum amount of product (1.0 means a 100% yield; for example, 0.34 means a 34% yield). (1) The reactants are [Br:1][C:2]1[CH:7]=[C:6]([N+:8]([O-:10])=[O:9])[C:5]([CH3:11])=[CH:4][C:3]=1Br.[F:13][C:14]1[CH:19]=[C:18]([F:20])[CH:17]=[CH:16][C:15]=1[OH:21].C([O-])([O-])=O.[K+].[K+]. No catalyst specified. The product is [Br:1][C:2]1[CH:7]=[C:6]([N+:8]([O-:10])=[O:9])[C:5]([CH3:11])=[CH:4][C:3]=1[O:21][C:15]1[CH:16]=[CH:17][C:18]([F:20])=[CH:19][C:14]=1[F:13]. The yield is 0.950. (2) The reactants are C([O:8][C:9]1[CH:37]=[CH:36][C:12]2[NH:13][C:14]([C:19]3[C:20](=[O:35])[N:21]([NH:30][CH:31]4[CH2:34][CH2:33][CH2:32]4)[C:22]4[C:27]([C:28]=3[OH:29])=[CH:26][CH:25]=[CH:24][CH:23]=4)=[N:15][S:16](=[O:18])(=[O:17])[C:11]=2[CH:10]=1)C1C=CC=CC=1. The catalyst is O1CCCC1.[Pt]=O. The product is [CH:31]1([NH:30][N:21]2[C:22]3[C:27](=[CH:26][CH:25]=[CH:24][CH:23]=3)[C:28]([OH:29])=[C:19]([C:14]3[NH:13][C:12]4[CH:36]=[CH:37][C:9]([OH:8])=[CH:10][C:11]=4[S:16](=[O:17])(=[O:18])[N:15]=3)[C:20]2=[O:35])[CH2:32][CH2:33][CH2:34]1. The yield is 1.00.